Dataset: Full USPTO retrosynthesis dataset with 1.9M reactions from patents (1976-2016). Task: Predict the reactants needed to synthesize the given product. Given the product [Br:1][C:2]1[CH:7]=[CH:6][C:5]([NH:8][C:9]2[C:14]([C:15]([NH:46][NH2:47])=[O:16])=[CH:13][N:12]3[CH:18]=[CH:19][N:20]=[C:11]3[C:10]=2[Cl:21])=[C:4]([F:22])[CH:3]=1, predict the reactants needed to synthesize it. The reactants are: [Br:1][C:2]1[CH:7]=[CH:6][C:5]([NH:8][C:9]2[C:14]([C:15](O)=[O:16])=[CH:13][N:12]3[CH:18]=[CH:19][N:20]=[C:11]3[C:10]=2[Cl:21])=[C:4]([F:22])[CH:3]=1.COC(C1C(NC2C=CC(Br)=CC=2F)=C(Cl)C2N(C=CN=2)C=1)=O.[NH2:46][NH2:47].